This data is from Full USPTO retrosynthesis dataset with 1.9M reactions from patents (1976-2016). The task is: Predict the reactants needed to synthesize the given product. (1) Given the product [C:39]([C:36]1[CH:35]=[CH:34][C:33]([CH2:32][N:17]([CH2:16][CH2:15][C:12]2[CH:13]=[CH:14][C:9]([OH:8])=[C:10]([C:43]([CH3:46])([CH3:45])[CH3:44])[CH:11]=2)[C:18](=[O:31])[C:19]2[CH:24]=[C:23]([C:25]([F:27])([F:26])[F:28])[CH:22]=[C:21]([Cl:29])[C:20]=2[F:30])=[CH:38][CH:37]=1)([CH3:40])([CH3:42])[CH3:41], predict the reactants needed to synthesize it. The reactants are: C([O:8][C:9]1[CH:14]=[CH:13][C:12]([CH2:15][CH2:16][N:17]([CH2:32][C:33]2[CH:38]=[CH:37][C:36]([C:39]([CH3:42])([CH3:41])[CH3:40])=[CH:35][CH:34]=2)[C:18](=[O:31])[C:19]2[CH:24]=[C:23]([C:25]([F:28])([F:27])[F:26])[CH:22]=[C:21]([Cl:29])[C:20]=2[F:30])=[CH:11][C:10]=1[C:43]([CH3:46])([CH3:45])[CH3:44])C1C=CC=CC=1. (2) Given the product [C:19]([C:20]1[CH:21]=[CH:22][C:23]([C:6]([N:8]2[CH2:12][C:11](=[N:13][O:14][CH3:15])[CH2:10][C@H:9]2[C:16]([NH:36][CH2:37][CH:38]([OH:39])[C:40]2[CH:45]=[CH:44][CH:43]=[CH:42][CH:41]=2)=[O:18])=[O:7])=[CH:24][CH:25]=1)(=[O:26])[C:27]1[CH:28]=[CH:29][CH:30]=[CH:34][CH:35]=1, predict the reactants needed to synthesize it. The reactants are: C(O[C:6]([N:8]1[CH2:12][C:11](=[N:13][O:14][CH3:15])[CH2:10][C@H:9]1[C:16]([OH:18])=O)=[O:7])(C)(C)C.[C:19]([C:27]1[CH:35]=[CH:34][C:30](C(O)=O)=[CH:29][CH:28]=1)(=[O:26])[C:20]1[CH:25]=[CH:24][CH:23]=[CH:22][CH:21]=1.[NH2:36][CH2:37][CH:38]([C:40]1[CH:45]=[CH:44][CH:43]=[CH:42][CH:41]=1)[OH:39]. (3) Given the product [NH2:1][C:2]1[N:10]=[CH:9][N:8]=[C:7]2[C:3]=1[N:4]=[C:5]([S:24][C:25]1[C:33]([Br:34])=[CH:32][C:28]3[O:29][CH2:30][O:31][C:27]=3[CH:26]=1)[N:6]2[CH:11]1[CH2:12][CH2:13][N:14]([C:17]([O:19][C:20]([CH3:23])([CH3:22])[CH3:21])=[O:18])[CH2:15][CH2:16]1, predict the reactants needed to synthesize it. The reactants are: [NH2:1][C:2]1[N:10]=[CH:9][N:8]=[C:7]2[C:3]=1[N:4]=[C:5]([S:24][C:25]1[CH:33]=[CH:32][C:28]3[O:29][CH2:30][O:31][C:27]=3[CH:26]=1)[N:6]2[CH:11]1[CH2:16][CH2:15][N:14]([C:17]([O:19][C:20]([CH3:23])([CH3:22])[CH3:21])=[O:18])[CH2:13][CH2:12]1.[Br:34]Br. (4) Given the product [NH2:1][C@@H:4]1[CH2:9][CH2:8][N:7]([C:10]([O:12][C:13]([CH3:14])([CH3:15])[CH3:16])=[O:11])[CH2:6][C@H:5]1[O:17][Si:18]([C:21]([CH3:24])([CH3:23])[CH3:22])([CH3:20])[CH3:19], predict the reactants needed to synthesize it. The reactants are: [N:1]([C@@H:4]1[CH2:9][CH2:8][N:7]([C:10]([O:12][C:13]([CH3:16])([CH3:15])[CH3:14])=[O:11])[CH2:6][C@H:5]1[O:17][Si:18]([C:21]([CH3:24])([CH3:23])[CH3:22])([CH3:20])[CH3:19])=[N+]=[N-]. (5) Given the product [CH3:1][C@@H:2]1[O:7][C@@H:6]([O:8][C@@H:9]2[C:14]3=[C:15]([OH:32])[C:16]4[C:28](=[O:29])[C:27]5[C:22](=[CH:23][CH:24]=[CH:25][C:26]=5[O:30][CH3:31])[C:20](=[O:21])[C:17]=4[C:18]([OH:19])=[C:13]3[CH2:12][C@@:11]([OH:37])([C:33]([CH2:35][OH:36])=[O:34])[CH2:10]2)[CH2:5][C@H:4]([NH2:38])[C@@H:3]1[OH:39].[NH2:41][C@H:42]([C:50]([OH:52])=[O:51])[CH2:43][CH2:44][CH2:45][NH:46][C:47](=[NH:48])[NH2:49], predict the reactants needed to synthesize it. The reactants are: [CH3:1][C@@H:2]1[O:7][C@@H:6]([O:8][C@@H:9]2[C:14]3=[C:15]([OH:32])[C:16]4[C:28](=[O:29])[C:27]5[C:22](=[CH:23][CH:24]=[CH:25][C:26]=5[O:30][CH3:31])[C:20](=[O:21])[C:17]=4[C:18]([OH:19])=[C:13]3[CH2:12][C@@:11]([OH:37])([C:33]([CH2:35][OH:36])=[O:34])[CH2:10]2)[CH2:5][C@H:4]([NH2:38])[C@@H:3]1[OH:39].Cl.[NH:41](C(OCC1C2C(=CC=CC=2)C2C1=CC=CC=2)=O)[C@H:42]([C:50]([OH:52])=[O:51])[CH2:43][CH2:44][CH2:45][NH:46][C:47](=[NH:49])[NH2:48].C(N(CC)CC)C.CN(C(ON1N=NC2C=CC=NC1=2)=[N+](C)C)C.F[P-](F)(F)(F)(F)F. (6) The reactants are: [CH3:1][C:2]1[CH:3]=[C:4]([CH:11]([OH:13])[CH3:12])[CH:5]=[CH:6][C:7]=1[N+:8]([O-:10])=[O:9].C(N(CC)CC)C.[CH3:21][S:22](Cl)(=[O:24])=[O:23]. Given the product [CH3:21][S:22]([O:13][CH:11]([C:4]1[CH:5]=[CH:6][C:7]([N+:8]([O-:10])=[O:9])=[C:2]([CH3:1])[CH:3]=1)[CH3:12])(=[O:24])=[O:23], predict the reactants needed to synthesize it.